From a dataset of Forward reaction prediction with 1.9M reactions from USPTO patents (1976-2016). Predict the product of the given reaction. (1) Given the reactants [C:1]([O:5][C:6]([NH:8][CH2:9][CH2:10][O:11][C:12]([CH3:59])([CH3:58])[CH2:13][N:14]1[C:26]2[C:25]3[CH:24]=[CH:23][C:22](/[CH:27]=[CH:28]/[C:29]([O:31][CH2:32][CH3:33])=[O:30])=[CH:21][C:20]=3[N:19]=[C:18]([NH:34][C:35]([C:48]3[CH:53]=[CH:52][CH:51]=[CH:50][CH:49]=3)([C:42]3[CH:47]=[CH:46][CH:45]=[CH:44][CH:43]=3)[C:36]3[CH:41]=[CH:40][CH:39]=[CH:38][CH:37]=3)[C:17]=2[N:16]=[C:15]1[CH2:54][O:55][CH2:56][CH3:57])=[O:7])([CH3:4])([CH3:3])[CH3:2].[H][H], predict the reaction product. The product is: [C:1]([O:5][C:6]([NH:8][CH2:9][CH2:10][O:11][C:12]([CH3:58])([CH3:59])[CH2:13][N:14]1[C:26]2[C:25]3[CH:24]=[CH:23][C:22]([CH2:27][CH2:28][C:29]([O:31][CH2:32][CH3:33])=[O:30])=[CH:21][C:20]=3[N:19]=[C:18]([NH:34][C:35]([C:42]3[CH:43]=[CH:44][CH:45]=[CH:46][CH:47]=3)([C:48]3[CH:49]=[CH:50][CH:51]=[CH:52][CH:53]=3)[C:36]3[CH:41]=[CH:40][CH:39]=[CH:38][CH:37]=3)[C:17]=2[N:16]=[C:15]1[CH2:54][O:55][CH2:56][CH3:57])=[O:7])([CH3:4])([CH3:2])[CH3:3]. (2) Given the reactants [Cl:1][C:2]1[CH:25]=[C:24]([Cl:26])[CH:23]=[CH:22][C:3]=1[CH:4]([O:12][CH:13]1[CH2:18][CH2:17][N:16]([C:19](Cl)=[O:20])[CH2:15][CH2:14]1)[C:5]1[CH:10]=[CH:9][C:8]([Cl:11])=[CH:7][CH:6]=1.[NH:27]1[CH2:32][CH2:31][CH2:30][CH2:29][CH2:28]1, predict the reaction product. The product is: [N:27]1([C:19]([N:16]2[CH2:17][CH2:18][CH:13]([O:12][CH:4]([C:5]3[CH:6]=[CH:7][C:8]([Cl:11])=[CH:9][CH:10]=3)[C:3]3[CH:22]=[CH:23][C:24]([Cl:26])=[CH:25][C:2]=3[Cl:1])[CH2:14][CH2:15]2)=[O:20])[CH2:32][CH2:31][CH2:30][CH2:29][CH2:28]1. (3) Given the reactants [OH:1][CH:2]([C:6]1[CH:11]=[CH:10][C:9]([C:12]2[N:16]=[C:15]([C:17]3[O:21][N:20]=[C:19]([C:22]4[CH:27]=[CH:26][CH:25]=[CH:24][CH:23]=4)[C:18]=3[C:28]([F:31])([F:30])[F:29])[O:14][N:13]=2)=[CH:8][CH:7]=1)[C:3]([OH:5])=O.CN1CC[O:36]CC1.[NH2:39][CH2:40][CH2:41][CH2:42][N:43]1[CH:47]=[CH:46][N:45]=[CH:44]1.CN(C(ON1N=NC2C=CC=NC1=2)=[N+](C)C)C.F[P-](F)(F)(F)(F)F.CN([CH:75]=[O:76])C, predict the reaction product. The product is: [N:43]1([CH2:42][CH2:41][CH2:40][NH:39][C:3](=[O:5])[CH:2]([OH:1])[C:6]2[CH:11]=[CH:10][C:9]([C:12]3[N:16]=[C:15]([C:17]4[O:21][N:20]=[C:19]([C:22]5[CH:23]=[CH:24][CH:25]=[CH:26][CH:27]=5)[C:18]=4[C:28]([F:29])([F:30])[F:31])[O:14][N:13]=3)=[CH:8][CH:7]=2)[CH:47]=[CH:46][N:45]=[CH:44]1.[C:75]([OH:76])([C:28]([F:31])([F:30])[F:29])=[O:36]. (4) Given the reactants [CH3:1][NH:2][C:3]1[C:16]2[C:15](=[O:17])[N:14]([C:18]3[CH:19]=[C:20]([C:24]4[O:28][C:27](=[O:29])[N:26]([CH3:30])[N:25]=4)[CH:21]=[CH:22][CH:23]=3)[CH2:13][C@H:12]3[N:8]([CH2:9][CH2:10][CH2:11]3)[C:7]=2[N:6]=[C:5](SC)[N:4]=1.ClC1C=CC=C(C(OO)=O)C=1.C(=O)(O)[O-].[Na+].[CH3:49][NH2:50].C1COCC1, predict the reaction product. The product is: [CH3:1][NH:2][C:3]1[C:16]2[C:15](=[O:17])[N:14]([C:18]3[CH:19]=[C:20]([C:24]4[O:28][C:27](=[O:29])[N:26]([CH3:30])[N:25]=4)[CH:21]=[CH:22][CH:23]=3)[CH2:13][C@H:12]3[N:8]([CH2:9][CH2:10][CH2:11]3)[C:7]=2[N:6]=[C:5]([NH:50][CH3:49])[N:4]=1. (5) Given the reactants Br[CH2:2][CH2:3][O:4][C:5]1[CH:6]=[C:7]2[C:12](=[CH:13][C:14]=1[O:15][CH3:16])[N:11]=[CH:10][N:9]=[C:8]2[O:17][C:18]1[CH:23]=[CH:22][C:21]([NH:24][C:25]([NH:27][CH2:28][CH2:29][CH3:30])=[O:26])=[C:20]([Cl:31])[CH:19]=1.C(=O)([O-])[O-].[K+].[K+].[CH3:38][N:39]1[CH2:44][CH2:43][NH:42][CH2:41][CH2:40]1, predict the reaction product. The product is: [Cl:31][C:20]1[CH:19]=[C:18]([O:17][C:8]2[C:7]3[C:12](=[CH:13][C:14]([O:15][CH3:16])=[C:5]([O:4][CH2:3][CH2:2][N:42]4[CH2:43][CH2:44][N:39]([CH3:38])[CH2:40][CH2:41]4)[CH:6]=3)[N:11]=[CH:10][N:9]=2)[CH:23]=[CH:22][C:21]=1[NH:24][C:25]([NH:27][CH2:28][CH2:29][CH3:30])=[O:26]. (6) Given the reactants C[O:2][C:3](=[O:31])[CH2:4][CH2:5][C@H:6]([C@@H:8]1[C@:25]2([CH3:26])[C@H:11]([C@H:12]3[C@H:22]([CH2:23][CH2:24]2)[C@:20]2([CH3:21])[C@@H:15]([CH2:16][C@H:17]([OH:27])[CH2:18][CH2:19]2)[C:14](=[CH:28][CH3:29])[C:13]3=[O:30])[CH2:10][CH2:9]1)[CH3:7], predict the reaction product. The product is: [OH:27][C@@H:17]1[CH2:18][CH2:19][C@@:20]2([CH3:21])[C@H:15](/[C:14](=[CH:28]/[CH3:29])/[C:13](=[O:30])[C@@H:12]3[C@@H:22]2[CH2:23][CH2:24][C@@:25]2([CH3:26])[C@H:11]3[CH2:10][CH2:9][C@@H:8]2[C@H:6]([CH3:7])[CH2:5][CH2:4][C:3]([OH:31])=[O:2])[CH2:16]1. (7) Given the reactants [C:1]([C:3]1[C@@H:8]([C:9]2[CH:14]=[CH:13][C:12]([C:15]#[N:16])=[CH:11][CH:10]=2)[N:7]2[N:17]=[C:18]([N:20]([CH2:31][CH:32]([CH3:34])[CH3:33])C(=O)OCC3C=CC=CC=3)[N:19]=[C:6]2[N:5]([C:35]2[CH:40]=[CH:39][CH:38]=[C:37]([C:41]([F:44])([F:43])[F:42])[CH:36]=2)[C:4]=1[CH3:45])#[N:2], predict the reaction product. The product is: [C:15]([C:12]1[CH:13]=[CH:14][C:9]([C@H:8]2[N:7]3[N:17]=[C:18]([NH:20][CH2:31][CH:32]([CH3:34])[CH3:33])[N:19]=[C:6]3[N:5]([C:35]3[CH:40]=[CH:39][CH:38]=[C:37]([C:41]([F:43])([F:44])[F:42])[CH:36]=3)[C:4]([CH3:45])=[C:3]2[C:1]#[N:2])=[CH:10][CH:11]=1)#[N:16]. (8) Given the reactants [F:1][C:2]([F:28])([F:27])[CH2:3][N:4]1[C@@H:9]2[CH:10]=[CH:11][C@H:5]1[CH2:6][C:7]([C:15]1[CH:16]=[N:17][CH:18]=[C:19]([C:21]#[C:22][Si](C)(C)C)[CH:20]=1)([C:12](=[S:14])[NH2:13])[CH2:8]2.C([O-])([O-])=O.[K+].[K+].C([O-])(O)=O.[Na+], predict the reaction product. The product is: [C:21]([C:19]1[CH:20]=[C:15]([C:7]2([C:12](=[S:14])[NH2:13])[CH2:6][C@@H:5]3[N:4]([CH2:3][C:2]([F:28])([F:1])[F:27])[C@@H:9]([CH:10]=[CH:11]3)[CH2:8]2)[CH:16]=[N:17][CH:18]=1)#[CH:22]. (9) The product is: [Cl:41][CH2:40][CH2:39][O:28][C:22]1[CH:21]=[C:20]2[C:25]([C:16]([O:15][C:12]3[CH:13]=[CH:14][C:9]([NH:8][C:6]([NH:5][CH2:4][CH2:3][C:2]([CH3:31])([CH3:30])[CH3:1])=[O:7])=[C:10]([F:29])[CH:11]=3)=[CH:17][CH:18]=[N:19]2)=[CH:24][C:23]=1[O:26][CH3:27]. Given the reactants [CH3:1][C:2]([CH3:31])([CH3:30])[CH2:3][CH2:4][NH:5][C:6]([NH:8][C:9]1[CH:14]=[CH:13][C:12]([O:15][C:16]2[C:25]3[C:20](=[CH:21][C:22]([OH:28])=[C:23]([O:26][CH3:27])[CH:24]=3)[N:19]=[CH:18][CH:17]=2)=[CH:11][C:10]=1[F:29])=[O:7].C(=O)([O-])[O-].[K+].[K+].Br[CH2:39][CH2:40][Cl:41], predict the reaction product.